The task is: Regression. Given a peptide amino acid sequence and an MHC pseudo amino acid sequence, predict their binding affinity value. This is MHC class I binding data.. This data is from Peptide-MHC class I binding affinity with 185,985 pairs from IEDB/IMGT. (1) The peptide sequence is GILIYDDNI. The MHC is HLA-A02:03 with pseudo-sequence HLA-A02:03. The binding affinity (normalized) is 0.313. (2) The peptide sequence is SFSFGGFTF. The MHC is HLA-B07:02 with pseudo-sequence HLA-B07:02. The binding affinity (normalized) is 0.0847. (3) The peptide sequence is NIISRTRLY. The MHC is HLA-A03:01 with pseudo-sequence HLA-A03:01. The binding affinity (normalized) is 0.452. (4) The binding affinity (normalized) is 0.119. The MHC is HLA-A24:02 with pseudo-sequence HLA-A24:02. The peptide sequence is LFPQLSAIA. (5) The peptide sequence is GSGDDTWLI. The MHC is HLA-A68:02 with pseudo-sequence HLA-A68:02. The binding affinity (normalized) is 0.0847. (6) The peptide sequence is TSVSAKQLR. The MHC is HLA-A68:01 with pseudo-sequence HLA-A68:01. The binding affinity (normalized) is 0.777. (7) The peptide sequence is SFSIFLLAL. The MHC is Patr-A0901 with pseudo-sequence Patr-A0901. The binding affinity (normalized) is 0.664. (8) The peptide sequence is VIDPRRCLK. The MHC is HLA-A11:01 with pseudo-sequence HLA-A11:01. The binding affinity (normalized) is 0.324. (9) The peptide sequence is HVKINDKCP. The MHC is H-2-Kd with pseudo-sequence H-2-Kd. The binding affinity (normalized) is 0. (10) The peptide sequence is IYYLEKANK. The MHC is HLA-B44:02 with pseudo-sequence HLA-B44:02. The binding affinity (normalized) is 0.0847.